Dataset: Peptide-MHC class I binding affinity with 185,985 pairs from IEDB/IMGT. Task: Regression. Given a peptide amino acid sequence and an MHC pseudo amino acid sequence, predict their binding affinity value. This is MHC class I binding data. (1) The peptide sequence is EMKINRQIL. The MHC is HLA-A02:02 with pseudo-sequence HLA-A02:02. The binding affinity (normalized) is 0. (2) The peptide sequence is QDIKFLPF. The MHC is H-2-Kb with pseudo-sequence H-2-Kb. The binding affinity (normalized) is 0.442. (3) The peptide sequence is LILLECFVRSS. The MHC is H-2-Kb with pseudo-sequence H-2-Kb. The binding affinity (normalized) is 0.259.